Dataset: Forward reaction prediction with 1.9M reactions from USPTO patents (1976-2016). Task: Predict the product of the given reaction. Given the reactants Cl.[NH2:2][CH2:3][C:4]1[C:13](=[O:14])[C:12]2[C:7](=[CH:8][C:9]([NH:16][CH:17]3[CH2:22][CH2:21][CH2:20][CH2:19][CH2:18]3)=[C:10]([F:15])[CH:11]=2)[N:6]([CH:23]([CH2:26][CH3:27])[CH2:24][CH3:25])[CH:5]=1.O=[C:29]([CH3:39])[CH2:30][P:31](=[O:38])([O:35][CH2:36][CH3:37])[O:32][CH2:33][CH3:34].C(O[BH-](OC(=O)C)OC(=O)C)(=O)C.[Na+].C(N(CC)CC)C, predict the reaction product. The product is: [CH2:36]([O:35][P:31]([CH2:30][CH:29]([NH:2][CH2:3][C:4]1[C:13](=[O:14])[C:12]2[C:7](=[CH:8][C:9]([NH:16][CH:17]3[CH2:18][CH2:19][CH2:20][CH2:21][CH2:22]3)=[C:10]([F:15])[CH:11]=2)[N:6]([CH:23]([CH2:26][CH3:27])[CH2:24][CH3:25])[CH:5]=1)[CH3:39])(=[O:38])[O:32][CH2:33][CH3:34])[CH3:37].